The task is: Predict which catalyst facilitates the given reaction.. This data is from Catalyst prediction with 721,799 reactions and 888 catalyst types from USPTO. (1) Reactant: [CH3:1][NH:2][CH2:3][C:4]#[N:5].[C:6]([N:14]=[C:15]=[O:16])(=[O:13])[C:7]1[CH:12]=[CH:11][CH:10]=[CH:9][CH:8]=1. Product: [NH:5]=[C:4]1[CH2:3][N:2]([CH3:1])[C:15](=[O:16])[N:14]1[C:6]([C:7]1[CH:12]=[CH:11][CH:10]=[CH:9][CH:8]=1)=[O:13]. The catalyst class is: 7. (2) Reactant: [F:1][C:2]1[CH:43]=[CH:42][C:5]([C:6]([NH:8][C:9]2[CH:10]=[C:11]([CH:39]=[CH:40][CH:41]=2)[C:12]([NH:14][C:15]2[C:20]([CH3:21])=[CH:19][C:18]([C:22]([C:28]3[CH:33]=[CH:32][C:31]([C:34]([F:37])([F:36])[F:35])=[CH:30][CH:29]=3)(Cl)[C:23]([F:26])([F:25])[F:24])=[CH:17][C:16]=2[CH3:38])=[O:13])=[O:7])=[CH:4][CH:3]=1.[F-:44].[Cs+]. Product: [F:1][C:2]1[CH:43]=[CH:42][C:5]([C:6]([NH:8][C:9]2[CH:10]=[C:11]([CH:39]=[CH:40][CH:41]=2)[C:12]([NH:14][C:15]2[C:20]([CH3:21])=[CH:19][C:18]([C:22]([C:28]3[CH:33]=[CH:32][C:31]([C:34]([F:37])([F:36])[F:35])=[CH:30][CH:29]=3)([F:44])[C:23]([F:26])([F:25])[F:24])=[CH:17][C:16]=2[CH3:38])=[O:13])=[O:7])=[CH:4][CH:3]=1. The catalyst class is: 10. (3) Reactant: [NH:1]1[CH2:6][CH2:5][S:4](=[O:8])(=[O:7])[CH2:3][CH2:2]1.[H-].[Na+].[Br:11][C:12]1[CH:17]=[CH:16][C:15]([CH2:18]Br)=[CH:14][CH:13]=1. The catalyst class is: 3. Product: [Br:11][C:12]1[CH:17]=[CH:16][C:15]([CH2:18][N:1]2[CH2:6][CH2:5][S:4](=[O:8])(=[O:7])[CH2:3][CH2:2]2)=[CH:14][CH:13]=1. (4) Reactant: IC.[CH3:3][O:4][C:5](=[O:35])[CH2:6][C@H:7]1[C:11]2[CH:12]=[CH:13][C:14]([O:16][C@H:17]3[C:25]4[C:20](=[C:21]([C:26]5[C:31]([CH3:32])=[CH:30][C:29]([OH:33])=[CH:28][C:27]=5[CH3:34])[CH:22]=[CH:23][CH:24]=4)[CH2:19][CH2:18]3)=[CH:15][C:10]=2[O:9][CH2:8]1.[C:36]([O-])([O-])=O.[K+].[K+].CN(C)C=O. Product: [CH3:3][O:4][C:5](=[O:35])[CH2:6][C@H:7]1[C:11]2[CH:12]=[CH:13][C:14]([O:16][C@H:17]3[C:25]4[C:20](=[C:21]([C:26]5[C:31]([CH3:32])=[CH:30][C:29]([O:33][CH3:36])=[CH:28][C:27]=5[CH3:34])[CH:22]=[CH:23][CH:24]=4)[CH2:19][CH2:18]3)=[CH:15][C:10]=2[O:9][CH2:8]1. The catalyst class is: 13. (5) Reactant: Cl[C:2]1[C:11]([N+:12]([O-:14])=[O:13])=[CH:10][CH:9]=[CH:8][C:3]=1[C:4]([O:6]C)=O.[NH2:15][C:16]1[CH:21]=[CH:20][CH:19]=[CH:18][C:17]=1[NH2:22].C(=O)([O-])[O-].[K+].[K+].O. Product: [N+:12]([C:11]1[C:2]2[NH:15][C:16]3[CH:21]=[CH:20][CH:19]=[CH:18][C:17]=3[NH:22][C:4](=[O:6])[C:3]=2[CH:8]=[CH:9][CH:10]=1)([O-:14])=[O:13]. The catalyst class is: 9. (6) Reactant: [CH3:1][C:2]1[CH:7]=[CH:6][C:5]([S:8]([O:11][CH2:12][CH:13]2[CH2:17][C:16]3[CH:18]=[C:19]([F:23])[CH:20]=[C:21](Br)[C:15]=3[O:14]2)(=[O:10])=[O:9])=[CH:4][CH:3]=1.[C:24]1(B(O)O)[CH:29]=[CH:28][CH:27]=[CH:26][CH:25]=1.C(=O)([O-])[O-].[K+].[K+].CC1C=CC(S(OCC2CC3C(C4C=CC=CC=4)=CC=CC=3O2)(=O)=O)=CC=1. Product: [CH3:1][C:2]1[CH:7]=[CH:6][C:5]([S:8]([O:11][CH2:12][CH:13]2[CH2:17][C:16]3[CH:18]=[C:19]([F:23])[CH:20]=[C:21]([C:24]4[CH:29]=[CH:28][CH:27]=[CH:26][CH:25]=4)[C:15]=3[O:14]2)(=[O:10])=[O:9])=[CH:4][CH:3]=1. The catalyst class is: 608. (7) Reactant: Br.[NH2:2][C:3]1[S:4][C:5](Br)=[CH:6][N:7]=1.[CH2:9]([SH:13])[CH2:10][CH2:11][CH3:12]. Product: [NH2:2][C:3]1[S:4][C:5]([S:13][CH2:9][CH2:10][CH2:11][CH3:12])=[CH:6][N:7]=1. The catalyst class is: 8. (8) Product: [CH2:1]([N:8]1[CH2:12][C@@H:11]([NH:13][CH2:14][C:15]2[CH:16]=[C:17]([C:25]([F:28])([F:26])[F:27])[CH:18]=[C:19]([C:21]([F:23])([F:22])[F:24])[CH:20]=2)[CH2:10][C@H:9]1[C:29]([N:65]1[CH2:64][CH2:63][N:62]([C:58]2[CH:59]=[CH:60][CH:61]=[C:56]([C:55]([F:68])([F:69])[F:54])[CH:57]=2)[CH2:67][CH2:66]1)=[O:31])[C:2]1[CH:3]=[CH:4][CH:5]=[CH:6][CH:7]=1. The catalyst class is: 236. Reactant: [CH2:1]([N:8]1[CH2:12][CH:11]([NH:13][CH2:14][C:15]2[CH:20]=[C:19]([C:21]([F:24])([F:23])[F:22])[CH:18]=[C:17]([C:25]([F:28])([F:27])[F:26])[CH:16]=2)[CH2:10][CH:9]1[C:29]([OH:31])=O)[C:2]1[CH:7]=[CH:6][CH:5]=[CH:4][CH:3]=1.Cl.C(N=C=NCCCN(C)C)C.ON1C2C=CC=CC=2N=N1.[F:54][C:55]([F:69])([F:68])[C:56]1[CH:57]=[C:58]([N:62]2[CH2:67][CH2:66][NH:65][CH2:64][CH2:63]2)[CH:59]=[CH:60][CH:61]=1. (9) Reactant: [CH2:1]([O:3][C:4]([C:6]1[C:7]([C:11]([F:14])([F:13])[F:12])=[N:8][NH:9][CH:10]=1)=[O:5])[CH3:2].C([O-])([O-])=O.[K+].[K+].Cl[CH2:22][C:23]([N:25]1[CH2:30][CH2:29][N:28]([C:31]2[CH:36]=[CH:35][C:34]([F:37])=[CH:33][CH:32]=2)[CH2:27][CH2:26]1)=[O:24].CN(C=O)C. Product: [CH2:1]([O:3][C:4]([C:6]1[C:7]([C:11]([F:13])([F:14])[F:12])=[N:8][N:9]([CH2:22][C:23]([N:25]2[CH2:26][CH2:27][N:28]([C:31]3[CH:36]=[CH:35][C:34]([F:37])=[CH:33][CH:32]=3)[CH2:29][CH2:30]2)=[O:24])[CH:10]=1)=[O:5])[CH3:2]. The catalyst class is: 195. (10) Reactant: [C:1]([O:5][C:6]([N:8]1[C:16]2[C:11](=[CH:12][C:13]([CH:17]=[CH:18][C:19](OC)=[O:20])=[CH:14][CH:15]=2)[CH:10]=[C:9]1C)=[O:7])([CH3:4])([CH3:3])[CH3:2].[H-].[H-].[H-].[H-].[Li+].[Al+3]. Product: [C:1]([O:5][C:6]([N:8]1[C:16]2[C:11](=[CH:12][C:13]([CH:17]=[CH:18][CH2:19][OH:20])=[CH:14][CH:15]=2)[CH:10]=[CH:9]1)=[O:7])([CH3:4])([CH3:3])[CH3:2]. The catalyst class is: 1.